From a dataset of Forward reaction prediction with 1.9M reactions from USPTO patents (1976-2016). Predict the product of the given reaction. (1) Given the reactants C(O[C:6]([N:8]1[CH2:12][CH2:11][C@H:10]([O:13][Si](C(C)(C)C)(C)C)[C@@H:9]1[CH:21](O)[CH3:22])=[O:7])(C)(C)C.[C:24]([C:26]1[C:35]2[C:30](=[CH:31][CH:32]=[CH:33][CH:34]=2)[C:29]([CH2:36]C(O)=O)=[CH:28][CH:27]=1)#[N:25], predict the reaction product. The product is: [OH:13][C@@H:10]1[C@@H:9]2[N:8]([C:6](=[O:7])[C:36]([C:29]3[C:30]4[C:35](=[CH:34][CH:33]=[CH:32][CH:31]=4)[C:26]([C:24]#[N:25])=[CH:27][CH:28]=3)=[C:21]2[CH3:22])[CH2:12][CH2:11]1. (2) Given the reactants C(N(CC)CC)C.[CH:8]([C:10]1[C:18]2[C:13](=[CH:14][CH:15]=[CH:16][CH:17]=2)[N:12](C(OC(C)(C)C)=O)[CH:11]=1)=[O:9].[CH3:26][O:27][C:28]1[CH:29]=[C:30]([CH:38]=[CH:39][CH:40]=1)[N:31]=[CH:32][C:33]1[S:34][CH:35]=[CH:36][CH:37]=1, predict the reaction product. The product is: [NH:12]1[C:13]2[C:18](=[CH:17][CH:16]=[CH:15][CH:14]=2)[C:10]([C:8](=[O:9])[CH:32]([NH:31][C:30]2[CH:38]=[CH:39][CH:40]=[C:28]([O:27][CH3:26])[CH:29]=2)[C:33]2[S:34][CH:35]=[CH:36][CH:37]=2)=[CH:11]1. (3) Given the reactants [Cl:1][C:2]1[CH:10]=[CH:9][CH:8]=[C:7]2[C:3]=1[CH:4]=[CH:5][N:6]2[C@@H:11]1[O:28][C@H:27]([CH2:29][O:30]C(=O)C)[C@@H:22]([O:23]C(=O)C)[C@H:17]([O:18]C(=O)C)[C@H:12]1[O:13]C(=O)C.[Cl:34][CH2:35][CH2:36][O:37][C:38]1[CH:46]=[CH:45][C:41]([C:42](Cl)=O)=[CH:40][CH:39]=1, predict the reaction product. The product is: [Cl:1][C:2]1[CH:10]=[CH:9][CH:8]=[C:7]2[C:3]=1[C:4]([CH2:42][C:41]1[CH:40]=[CH:39][C:38]([O:37][CH2:36][CH2:35][Cl:34])=[CH:46][CH:45]=1)=[CH:5][N:6]2[C@@H:11]1[O:28][C@H:27]([CH2:29][OH:30])[C@@H:22]([OH:23])[C@H:17]([OH:18])[C@H:12]1[OH:13]. (4) Given the reactants [N+:1]([C:4]1[C:5]([Cl:13])=[C:6]([CH:10]=[CH:11][CH:12]=1)[C:7](O)=[O:8])([O-:3])=[O:2], predict the reaction product. The product is: [N+:1]([C:4]1[C:5]([Cl:13])=[C:6]([CH:10]=[CH:11][CH:12]=1)[CH2:7][OH:8])([O-:3])=[O:2]. (5) Given the reactants COS([O-])(=O)=O.C(N(CC)C=[N+](CC)CC)C.CC(C)([O-])C.[K+].[C:24]([O:28][C:29]([N:31]1[C:35](=[O:36])[CH2:34][CH2:33][C@H:32]1CC1C=CC(C2C=CC=CC=2)=CC=1)=[O:30])([CH3:27])([CH3:26])[CH3:25].C(OC(C)C)(=O)C, predict the reaction product. The product is: [C:24]([O:28][C:29]([N:31]1[CH2:32][CH2:33][CH2:34][C:35]1=[O:36])=[O:30])([CH3:27])([CH3:25])[CH3:26].